Dataset: Catalyst prediction with 721,799 reactions and 888 catalyst types from USPTO. Task: Predict which catalyst facilitates the given reaction. (1) Reactant: [CH2:1]([O:8][C@H:9]1[CH2:14][CH2:13][CH2:12][CH2:11][C@@H:10]1[NH:15][C:16]1[CH:23]=[C:22]([N:24]2[C:32]3[CH2:31][C:30]([CH3:34])([CH3:33])[CH2:29][C:28](=[O:35])[C:27]=3[C:26]([CH3:36])=[CH:25]2)[CH:21]=[C:20]([F:37])[C:17]=1[C:18]#[N:19])[C:2]1[CH:7]=[CH:6][CH:5]=[CH:4][CH:3]=1.[OH-:38].[Na+].OO. Product: [CH2:1]([O:8][C@H:9]1[CH2:14][CH2:13][CH2:12][CH2:11][C@@H:10]1[NH:15][C:16]1[CH:23]=[C:22]([N:24]2[C:32]3[CH2:31][C:30]([CH3:34])([CH3:33])[CH2:29][C:28](=[O:35])[C:27]=3[C:26]([CH3:36])=[CH:25]2)[CH:21]=[C:20]([F:37])[C:17]=1[C:18]([NH2:19])=[O:38])[C:2]1[CH:7]=[CH:6][CH:5]=[CH:4][CH:3]=1. The catalyst class is: 593. (2) Reactant: C([O:4][CH2:5][C:6]1[O:10][N:9]=[C:8]([N:11]2[CH2:16][CH2:15][N:14]([C:17]([O:19][C:20]([CH3:23])([CH3:22])[CH3:21])=[O:18])[CH2:13][CH2:12]2)[N:7]=1)(=O)C.[OH-].[Na+]. Product: [OH:4][CH2:5][C:6]1[O:10][N:9]=[C:8]([N:11]2[CH2:12][CH2:13][N:14]([C:17]([O:19][C:20]([CH3:23])([CH3:22])[CH3:21])=[O:18])[CH2:15][CH2:16]2)[N:7]=1. The catalyst class is: 5. (3) Reactant: [CH3:1][O:2][C:3]1[CH:12]=[C:7]([C:8](OC)=[O:9])[C:6]([NH2:13])=[CH:5][C:4]=1[O:14][CH2:15][CH2:16][CH2:17][Cl:18].C([O-])([O-])OC.C([O-])(=O)C.[NH4+:28].[CH3:29]O. Product: [CH3:1][O:2][C:3]1[CH:12]=[C:7]2[C:6](=[CH:5][C:4]=1[O:14][CH2:15][CH2:16][CH2:17][Cl:18])[N:13]=[CH:29][NH:28][C:8]2=[O:9]. The catalyst class is: 6. (4) Reactant: [OH:1][CH2:2][CH:3]1[C:31]2[C:26](=[CH:27][CH:28]=[CH:29][CH:30]=2)[O:25][C:5]2([CH2:10][CH2:9][N:8]([C:11]([C:13]3[CH:18]=[CH:17][C:16]([O:19][CH:20]([CH3:22])[CH3:21])=[C:15]([O:23][CH3:24])[CH:14]=3)=[O:12])[CH2:7][CH2:6]2)[CH2:4]1.[H-].[Na+].[CH2:34](I)[CH3:35]. Product: [CH2:34]([O:1][CH2:2][CH:3]1[C:31]2[C:26](=[CH:27][CH:28]=[CH:29][CH:30]=2)[O:25][C:5]2([CH2:10][CH2:9][N:8]([C:11]([C:13]3[CH:18]=[CH:17][C:16]([O:19][CH:20]([CH3:21])[CH3:22])=[C:15]([O:23][CH3:24])[CH:14]=3)=[O:12])[CH2:7][CH2:6]2)[CH2:4]1)[CH3:35]. The catalyst class is: 3. (5) Reactant: S(=O)(=O)(O)O.[Cl:6][C:7]1[N:8]=[N:9][C:10]([Cl:13])=[CH:11][CH:12]=1.[CH3:14][C:15](C)([CH3:19])[C:16](O)=O.S(OOS([O-])(=O)=O)([O-])(=O)=O.[NH4+].[NH4+].N. Product: [Cl:6][C:7]1[N:8]=[N:9][C:10]([Cl:13])=[CH:11][C:12]=1[C:15]([CH3:19])([CH3:16])[CH3:14]. The catalyst class is: 716. (6) Reactant: [NH2:1][C:2]1[CH:7]=[CH:6][C:5]([N:8]([CH2:16][CH2:17][N:18]2[CH:22]=[CH:21][CH:20]=[N:19]2)[C:9](=[O:15])[O:10][C:11]([CH3:14])([CH3:13])[CH3:12])=[CH:4][CH:3]=1.[CH3:23][N:24]([CH3:38])[C:25]1[CH:33]=[C:32]([C:34]([F:37])([F:36])[F:35])[CH:31]=[CH:30][C:26]=1[C:27](O)=[O:28].ON1C2C=CC=CC=2N=N1.Cl.CN(C)CCCN=C=NCC. Product: [CH3:23][N:24]([CH3:38])[C:25]1[CH:33]=[C:32]([C:34]([F:35])([F:36])[F:37])[CH:31]=[CH:30][C:26]=1[C:27]([NH:1][C:2]1[CH:7]=[CH:6][C:5]([N:8]([CH2:16][CH2:17][N:18]2[CH:22]=[CH:21][CH:20]=[N:19]2)[C:9](=[O:15])[O:10][C:11]([CH3:14])([CH3:12])[CH3:13])=[CH:4][CH:3]=1)=[O:28]. The catalyst class is: 289. (7) Reactant: [H-].[Al+3].[Li+].[H-].[H-].[H-].[CH2:7]1[CH2:11]O[CH2:9][CH2:8]1.O.[OH-].[Na+]. Product: [CH:7]1([CH:11]2[CH2:9][CH2:9][CH2:8][CH2:7][CH2:11]2)[CH2:11][CH2:7][CH2:8][CH2:9][CH2:8]1. The catalyst class is: 7.